Predict the product of the given reaction. From a dataset of Forward reaction prediction with 1.9M reactions from USPTO patents (1976-2016). (1) Given the reactants C(OC([N:8]([C@H:13]1[C:21]2[C:16](=[C:17]([C:22]3[S:23][C:24]([C:27]4[CH:32]=[CH:31][C:30]([O:33][CH:34]([CH3:36])[CH3:35])=[C:29]([C:37]#[N:38])[CH:28]=4)=[N:25][N:26]=3)[CH:18]=[CH:19][CH:20]=2)[CH2:15][CH2:14]1)[CH2:9][C:10]([OH:12])=[O:11])=O)(C)(C)C.Cl, predict the reaction product. The product is: [C:37]([C:29]1[CH:28]=[C:27]([C:24]2[S:23][C:22]([C:17]3[CH:18]=[CH:19][CH:20]=[C:21]4[C:16]=3[CH2:15][CH2:14][C@H:13]4[NH:8][CH2:9][C:10]([OH:12])=[O:11])=[N:26][N:25]=2)[CH:32]=[CH:31][C:30]=1[O:33][CH:34]([CH3:36])[CH3:35])#[N:38]. (2) Given the reactants [Cl:1][C:2]1[CH:39]=[CH:38][C:5]2[N:6](CC3C=CC(OC)=CC=3)[C:7](=[O:28])[C@@H:8]([CH2:20][C:21]3[CH:26]=[CH:25][CH:24]=[CH:23][C:22]=3[Cl:27])[N:9]=[C:10]([C:11]3[CH:16]=[CH:15][C:14]([O:17]C)=[C:13]([CH3:19])[CH:12]=3)[C:4]=2[CH:3]=1.ClC1C=CC2NC(=O)[C@@H](CC3C=CC=CC=3Cl)N=C(C3C=CC(OC)=C(C)C=3)C=2C=1, predict the reaction product. The product is: [Cl:1][C:2]1[CH:39]=[CH:38][C:5]2[NH:6][C:7](=[O:28])[C@@H:8]([CH2:20][C:21]3[CH:26]=[CH:25][CH:24]=[CH:23][C:22]=3[Cl:27])[N:9]=[C:10]([C:11]3[CH:16]=[CH:15][C:14]([OH:17])=[C:13]([CH3:19])[CH:12]=3)[C:4]=2[CH:3]=1. (3) Given the reactants [OH-].[Na+].[CH:3]1[C:13]2[CH:12]=[CH:11][C:10]3[CH:14]=[CH:15][CH:16]=[CH:17][C:9]=3[C:8](=[C:18]3[CH2:23][CH2:22][N:21]([CH2:24][CH2:25][CH2:26][O:27][C:28]([C:30]4[CH:31]([C:45]5[CH:50]=[CH:49][CH:48]=[C:47]([Cl:51])[CH:46]=5)[C:32]([C:38]([O:40]CCC#N)=[O:39])=[C:33]([CH3:37])[NH:34][C:35]=4[CH3:36])=[O:29])[CH2:20][CH2:19]3)[C:7]=2[CH:6]=[CH:5][CH:4]=1.Cl, predict the reaction product. The product is: [CH:14]1[C:10]2[CH:11]=[CH:12][C:13]3[CH:3]=[CH:4][CH:5]=[CH:6][C:7]=3[C:8](=[C:18]3[CH2:19][CH2:20][N:21]([CH2:24][CH2:25][CH2:26][O:27][C:28]([C:30]4[CH:31]([C:45]5[CH:50]=[CH:49][CH:48]=[C:47]([Cl:51])[CH:46]=5)[C:32]([C:38]([OH:40])=[O:39])=[C:33]([CH3:37])[NH:34][C:35]=4[CH3:36])=[O:29])[CH2:22][CH2:23]3)[C:9]=2[CH:17]=[CH:16][CH:15]=1. (4) Given the reactants [NH2:1][C:2]1[C:12]([F:13])=[CH:11][C:10]([C:14]2[CH:15]=[C:16]3[C:22]([C:23]4[CH:28]=[CH:27][CH:26]=[CH:25][C:24]=4[O:29][CH3:30])=[CH:21][N:20]([S:31]([C:34]4[CH:39]=[CH:38][C:37]([CH3:40])=[CH:36][CH:35]=4)(=[O:33])=[O:32])[C:17]3=[N:18][CH:19]=2)=[CH:9][C:3]=1[C:4]([N:6]([CH3:8])[CH3:7])=[O:5].C(N(CC)C(C)C)(C)C.[F:50][C:51]([F:62])([F:61])[C:52](O[C:52](=[O:53])[C:51]([F:62])([F:61])[F:50])=[O:53], predict the reaction product. The product is: [F:13][C:12]1[C:2]([NH:1][C:52](=[O:53])[C:51]([F:62])([F:61])[F:50])=[C:3]([CH:9]=[C:10]([C:14]2[CH:15]=[C:16]3[C:22]([C:23]4[CH:28]=[CH:27][CH:26]=[CH:25][C:24]=4[O:29][CH3:30])=[CH:21][N:20]([S:31]([C:34]4[CH:35]=[CH:36][C:37]([CH3:40])=[CH:38][CH:39]=4)(=[O:32])=[O:33])[C:17]3=[N:18][CH:19]=2)[CH:11]=1)[C:4]([N:6]([CH3:8])[CH3:7])=[O:5]. (5) Given the reactants [CH3:1][C:2]([O:4][C:5]1[CH:6]=[CH:7][CH:8]=[CH:9][C:10]=1[C:11]([OH:13])=[O:12])=[O:3].O[C:15]1[C:23]2N=N[NH:20][C:19]=2[CH:18]=[CH:17][CH:16]=1.C1CCC(N=C=NC2CCCCC2)CC1.OC1C=CC(C2S[S:49][C:48](=S)C=2)=CC=1, predict the reaction product. The product is: [C:2]([O:4][C:5]1[CH:6]=[CH:7][CH:8]=[CH:9][C:10]=1[C:11]([O:13][C:16]1[CH:17]=[CH:18][C:19]([N:20]=[C:48]=[S:49])=[CH:23][CH:15]=1)=[O:12])(=[O:3])[CH3:1]. (6) Given the reactants [O:1]1[C:5]2[CH:6]=[CH:7][CH:8]=[C:9]([CH2:10][CH2:11][CH:12](O)CC)[C:4]=2[CH:3]=[CH:2]1.[NH:16]1[C:24]2[C:19](=[CH:20][CH:21]=[CH:22][C:23]=2[NH:25][S:26]([CH3:29])(=[O:28])=[O:27])[CH:18]=[CH:17]1.[C:30](O)([C:32](F)(F)F)=O.[CH2:37](Cl)Cl, predict the reaction product. The product is: [CH2:30]([C:10]([C:18]1[C:19]2[C:24](=[C:23]([NH:25][S:26]([CH3:29])(=[O:27])=[O:28])[CH:22]=[CH:21][CH:20]=2)[NH:16][CH:17]=1)([C:9]1[C:4]2[CH:3]=[C:2]([CH3:37])[O:1][C:5]=2[CH:6]=[CH:7][CH:8]=1)[CH2:11][CH3:12])[CH3:32]. (7) Given the reactants Br[C:2]1[CH:7]=[C:6]([F:8])[C:5]([C:9]([N:11]2[CH2:16][CH2:15][N:14]([C:17]3[C:22]([CH3:23])=[CH:21][C:20]([CH3:24])=[CH:19][N:18]=3)[CH2:13][CH2:12]2)=[O:10])=[C:4]([F:25])[CH:3]=1.[NH:26]1[CH2:30][CH2:29][CH2:28][C:27]1=[O:31], predict the reaction product. The product is: [CH3:23][C:22]1[C:17]([N:14]2[CH2:15][CH2:16][N:11]([C:9]([C:5]3[C:6]([F:8])=[CH:7][C:2]([N:26]4[CH2:30][CH2:29][CH2:28][C:27]4=[O:31])=[CH:3][C:4]=3[F:25])=[O:10])[CH2:12][CH2:13]2)=[N:18][CH:19]=[C:20]([CH3:24])[CH:21]=1. (8) Given the reactants O[C:2]1[CH:3]=[C:4]([CH:8]=[C:9]([N+:11]([O-:13])=[O:12])[CH:10]=1)C(O)=O.[C:14](=[O:17])([O-])[O-:15].[K+].[K+].[CH3:20]I.O.CN([CH:26]=[O:27])C, predict the reaction product. The product is: [CH3:20][O:15][C:14](=[O:17])[C:2]1[CH:10]=[C:9]([N+:11]([O-:13])=[O:12])[CH:8]=[C:4]([O:27][CH3:26])[CH:3]=1. (9) The product is: [CH:19]([C:16]1[CH:17]=[CH:18][C:13]([S:10]([N:9]([CH2:23][C:24]([OH:26])=[O:25])[C:6]2[CH:7]=[N:8][C:3]([O:2][CH3:1])=[CH:4][CH:5]=2)(=[O:12])=[O:11])=[N:14][CH:15]=1)([CH3:21])[CH3:20]. Given the reactants [CH3:1][O:2][C:3]1[N:8]=[CH:7][C:6]([NH:9][S:10]([C:13]2[CH:18]=[CH:17][C:16]([CH:19]([CH3:21])[CH3:20])=[CH:15][N:14]=2)(=[O:12])=[O:11])=[CH:5][CH:4]=1.Br[CH2:23][C:24]([O:26]C(C)(C)C)=[O:25], predict the reaction product. (10) Given the reactants [C:1]([NH:18][C@H:19]([C:24]([OH:26])=[O:25])CC(C)C)([O:3][CH2:4][CH:5]1C2C(=CC=CC=2)C2C1=CC=CC=2)=[O:2].[C:27]([O:31]C(=O)[NH:33][NH2:34])(C)(C)C.CN(C(ON1N=NC2C=CC=CC1=2)=[N+](C)C)C.[B-](F)(F)(F)F.CCN(C(C)C)C(C)C, predict the reaction product. The product is: [NH2:33][NH2:34].[NH2:18][CH2:19][C:24]([OH:26])=[O:25].[C:1]([O:3][CH2:4][CH3:5])(=[O:2])[CH:27]=[O:31].